From a dataset of Retrosynthesis with 50K atom-mapped reactions and 10 reaction types from USPTO. Predict the reactants needed to synthesize the given product. (1) Given the product Cc1c(Cl)cc(C(C)(C)C)c(O)c1C(=O)Nc1ccc(S(=O)(=O)C(F)(F)F)cc1Cl, predict the reactants needed to synthesize it. The reactants are: Cc1c(Cl)cc(C(C)(C)C)c(O)c1C(=O)O.Nc1ccc(S(=O)(=O)C(F)(F)F)cc1Cl. (2) Given the product CC1CN(c2ncc(Br)s2)CC(C)N1, predict the reactants needed to synthesize it. The reactants are: Brc1cnc(Br)s1.CC1CNCC(C)N1. (3) Given the product NCCc1ccc(Cl)c(C(=O)NCC23CC4CC(CC(C4)C2)C3)c1, predict the reactants needed to synthesize it. The reactants are: CC(C)(C)OC(=O)NCCc1ccc(Cl)c(C(=O)NCC23CC4CC(CC(C4)C2)C3)c1.